From a dataset of Forward reaction prediction with 1.9M reactions from USPTO patents (1976-2016). Predict the product of the given reaction. Given the reactants [N:1]1([C:6]2[CH:29]=[CH:28][C:9]([O:10][CH2:11][C:12]([NH:17][S:18]([CH2:21][C:22]3[CH:27]=[CH:26][CH:25]=[CH:24][CH:23]=3)(=[O:20])=[O:19])([CH2:15]C)[C:13]#[N:14])=[CH:8][CH:7]=2)[CH:5]=[N:4][CH:3]=[N:2]1.[OH-:30].[K+].Cl, predict the reaction product. The product is: [CH3:15][C:12]([NH:17][S:18]([CH2:21][C:22]1[CH:27]=[CH:26][CH:25]=[CH:24][CH:23]=1)(=[O:20])=[O:19])([CH2:11][O:10][C:9]1[CH:28]=[CH:29][C:6]([N:1]2[CH:5]=[N:4][CH:3]=[N:2]2)=[CH:7][CH:8]=1)[C:13]([NH2:14])=[O:30].